Dataset: Forward reaction prediction with 1.9M reactions from USPTO patents (1976-2016). Task: Predict the product of the given reaction. (1) Given the reactants CC1(C)C(C)(C)[O:5][B:4]([C:9]2[C:13]([CH3:14])=[CH:12][S:11][CH:10]=2)[O:3]1.O, predict the reaction product. The product is: [CH3:14][C:13]1[C:9]([B:4]([OH:5])[OH:3])=[CH:10][S:11][CH:12]=1. (2) Given the reactants Br[C:2]1[CH:3]=[C:4]2[N:10]([C@@H:11]([C:13]3[C:18]([Cl:19])=[CH:17][CH:16]=[C:15]([F:20])[C:14]=3[Cl:21])[CH3:12])[CH:9]=[CH:8][C:5]2=[N:6][CH:7]=1.[CH3:22][N:23]1[CH:27]=[C:26](B2OC(C)(C)C(C)(C)O2)[CH:25]=[N:24]1.C(=O)([O-])[O-].[K+].[K+].O1CCOCC1, predict the reaction product. The product is: [Cl:21][C:14]1[C:15]([F:20])=[CH:16][CH:17]=[C:18]([Cl:19])[C:13]=1[C@H:11]([N:10]1[C:4]2[C:5](=[N:6][CH:7]=[C:2]([C:26]3[CH:25]=[N:24][N:23]([CH3:22])[CH:27]=3)[CH:3]=2)[CH:8]=[CH:9]1)[CH3:12]. (3) The product is: [NH2:17][C:11]1[N:10]=[C:9]([O:18][CH:19]2[CH2:22][CH2:21][CH2:20]2)[N:8]=[C:7]2[C:12]=1[NH:13][C:14](=[O:15])[N:6]2[CH2:5][CH2:4][CH2:3][CH2:2][N:23]1[CH2:28][CH2:27][CH2:26][CH2:25][CH2:24]1. Given the reactants Cl[CH2:2][CH2:3][CH2:4][CH2:5][N:6]1[C:14]([O:15]C)=[N:13][C:12]2[C:7]1=[N:8][C:9]([O:18][CH:19]1[CH2:22][CH2:21][CH2:20]1)=[N:10][C:11]=2[NH2:17].[NH:23]1[CH2:28][CH2:27][CH2:26][CH2:25][CH2:24]1, predict the reaction product. (4) Given the reactants Cl[C:2]1[CH:3]=[C:4]([C:8]2[N:13]=[CH:12][C:11]([O:14][CH2:15][C:16]([CH3:19])([OH:18])[CH3:17])=[CH:10][N:9]=2)[CH:5]=[CH:6][CH:7]=1.C(OC1C=NC(C2C=CC=C([B:35]3[O:39][C:38]([CH3:41])([CH3:40])[C:37]([CH3:43])([CH3:42])[O:36]3)C=2)=NC=1)C, predict the reaction product. The product is: [CH3:17][C:16]([OH:18])([CH3:19])[CH2:15][O:14][C:11]1[CH:10]=[N:9][C:8]([C:4]2[CH:5]=[CH:6][CH:7]=[C:2]([B:35]3[O:39][C:38]([CH3:41])([CH3:40])[C:37]([CH3:43])([CH3:42])[O:36]3)[CH:3]=2)=[N:13][CH:12]=1. (5) Given the reactants [Cl:1][C:2]1[CH:17]=[C:16]([NH:18][C:19]2[C:20]3[N:27]([CH2:28][CH2:29][OH:30])[CH:26]=[CH:25][C:21]=3[N:22]=[CH:23][N:24]=2)[CH:15]=[CH:14][C:3]=1[O:4][C:5]1[CH:6]=[C:7]([CH:11]=[CH:12][CH:13]=1)[C:8]([OH:10])=O.Cl.[CH3:32][C:33]1([NH2:38])[CH2:37][CH2:36][CH2:35][CH2:34]1.Cl.C(N=C=NCCCN(C)C)C.ON1C2C=CC=CC=2N=N1, predict the reaction product. The product is: [Cl:1][C:2]1[CH:17]=[C:16]([NH:18][C:19]2[C:20]3[N:27]([CH2:28][CH2:29][OH:30])[CH:26]=[CH:25][C:21]=3[N:22]=[CH:23][N:24]=2)[CH:15]=[CH:14][C:3]=1[O:4][C:5]1[CH:6]=[C:7]([CH:11]=[CH:12][CH:13]=1)[C:8]([NH:38][C:33]1([CH3:32])[CH2:37][CH2:36][CH2:35][CH2:34]1)=[O:10]. (6) Given the reactants [CH2:1]([NH:3][C:4]([NH:6][C:7]1[N:12]=[CH:11][C:10]([C:13]2[CH:14]=[N:15][CH:16]=[C:17]([C:19]([NH:21][NH2:22])=[O:20])[CH:18]=2)=[C:9]([C:23]2[S:24][C:25]([CH3:32])=[C:26]([C:28]([F:31])([F:30])[F:29])[N:27]=2)[CH:8]=1)=[O:5])[CH3:2].CO[C:35](OC)(OC)[CH3:36], predict the reaction product. The product is: [CH2:1]([NH:3][C:4]([NH:6][C:7]1[N:12]=[CH:11][C:10]([C:13]2[CH:14]=[N:15][CH:16]=[C:17]([C:19]3[O:20][C:35]([CH3:36])=[N:22][N:21]=3)[CH:18]=2)=[C:9]([C:23]2[S:24][C:25]([CH3:32])=[C:26]([C:28]([F:31])([F:30])[F:29])[N:27]=2)[CH:8]=1)=[O:5])[CH3:2].